Predict the reactants needed to synthesize the given product. From a dataset of Full USPTO retrosynthesis dataset with 1.9M reactions from patents (1976-2016). (1) Given the product [F:9][C:10]1[CH:15]=[CH:14][CH:13]=[CH:12][C:11]=1[C:3]1[CH:8]=[CH:7][N:6]=[CH:5][CH:4]=1, predict the reactants needed to synthesize it. The reactants are: Cl.Br[C:3]1[CH:8]=[CH:7][N:6]=[CH:5][CH:4]=1.[F:9][C:10]1[CH:15]=[CH:14][CH:13]=[CH:12][C:11]=1B(O)O. (2) Given the product [Br:1][C:2]1[CH:7]=[CH:6][C:5]([CH:8]2[S:14][CH2:13][CH:12]([C:15]([NH2:33])=[O:17])[NH:11][C:10]3[N:20]([CH3:29])[N:21]=[C:22]([C:23]4[CH:28]=[CH:27][CH:26]=[CH:25][N:24]=4)[C:9]2=3)=[C:4]([CH3:30])[CH:3]=1, predict the reactants needed to synthesize it. The reactants are: [Br:1][C:2]1[CH:7]=[CH:6][C:5]([CH:8]2[S:14][CH2:13][CH:12]([C:15]([O:17]CC)=O)[NH:11][C:10]3[N:20]([CH3:29])[N:21]=[C:22]([C:23]4[CH:28]=[CH:27][CH:26]=[CH:25][N:24]=4)[C:9]2=3)=[C:4]([CH3:30])[CH:3]=1.[OH-].[Na+].[N:33]1(C(N2C=CN=C2)=O)C=CN=C1. (3) Given the product [CH3:12][N:13]([CH3:28])[CH2:14][CH2:15][NH:16][C:17]([C:19]1[C:23]([CH3:24])=[C:22]([CH:25]=[C:5]2[C:4]3[C:8](=[CH:9][CH:10]=[C:2]([Br:1])[CH:3]=3)[NH:7][C:6]2=[O:11])[NH:21][C:20]=1[CH3:27])=[O:18], predict the reactants needed to synthesize it. The reactants are: [Br:1][C:2]1[CH:3]=[C:4]2[C:8](=[CH:9][CH:10]=1)[NH:7][C:6](=[O:11])[CH2:5]2.[CH3:12][N:13]([CH3:28])[CH2:14][CH2:15][NH:16][C:17]([C:19]1[C:23]([CH3:24])=[C:22]([CH:25]=O)[NH:21][C:20]=1[CH3:27])=[O:18]. (4) Given the product [C:13]([OH:25])(=[O:24])[CH2:14][C:15]([CH2:20][C:21]([OH:23])=[O:22])([C:17]([OH:19])=[O:18])[OH:16].[O:1]=[C:2]1[O:8][C@H:7]([C@H:9]([CH2:11][OH:12])[OH:10])[C:5]([OH:6])=[C:3]1[OH:4], predict the reactants needed to synthesize it. The reactants are: [O:1]=[C:2]1[O:8][C@H:7]([C@H:9]([CH2:11][OH:12])[OH:10])[C:5]([OH:6])=[C:3]1[OH:4].[C:13]([OH:25])(=[O:24])[CH2:14][C:15]([CH2:20][C:21]([OH:23])=[O:22])([C:17]([OH:19])=[O:18])[OH:16].